This data is from Full USPTO retrosynthesis dataset with 1.9M reactions from patents (1976-2016). The task is: Predict the reactants needed to synthesize the given product. (1) Given the product [Cl:36][C:37]1[C:60]([Cl:61])=[CH:59][CH:58]=[CH:57][C:38]=1[CH2:39][C:40]1[C:41]([O:56][CH3:1])=[N:42][NH:43][C:44]=1[N:45]1[C:46](=[O:55])[C:47]2[C:52](=[CH:51][CH:50]=[CH:49][CH:48]=2)[C:53]1=[O:54], predict the reactants needed to synthesize it. The reactants are: [CH3:1]C(OC(/N=N/C(OC(C)C)=O)=O)C.C1C=CC(P(C2C=CC=CC=2)C2C=CC=CC=2)=CC=1.CO.[Cl:36][C:37]1[C:60]([Cl:61])=[CH:59][CH:58]=[CH:57][C:38]=1[CH2:39][C:40]1[C:41]([OH:56])=[N:42][NH:43][C:44]=1[N:45]1[C:53](=[O:54])[C:52]2[C:47](=[CH:48][CH:49]=[CH:50][CH:51]=2)[C:46]1=[O:55]. (2) Given the product [CH2:12]([S:19][C:7](=[S:21])[C:6]1[CH:10]=[CH:11][C:3]([O:2][CH3:1])=[CH:4][CH:5]=1)[C:13]1[CH:18]=[CH:17][CH:16]=[CH:15][CH:14]=1, predict the reactants needed to synthesize it. The reactants are: [CH3:1][O:2][C:3]1[CH:11]=[CH:10][C:6]([C:7](O)=O)=[CH:5][CH:4]=1.[CH2:12]([SH:19])[C:13]1[CH:18]=[CH:17][CH:16]=[CH:15][CH:14]=1.P12(SP3(SP(SP(S3)(S1)=S)(=S)S2)=S)=[S:21]. (3) Given the product [CH3:27][C:15]1[CH:20]=[C:19]([CH3:21])[CH:18]=[C:17]([CH3:22])[C:16]=1[S:23]([N:3]1[C:11]2[C:6](=[CH:7][CH:8]=[CH:9][CH:10]=2)[C:5]([C:12]([OH:14])=[O:13])=[N:4]1)(=[O:24])=[O:25], predict the reactants needed to synthesize it. The reactants are: [H-].[Na+].[NH:3]1[C:11]2[C:6](=[CH:7][CH:8]=[CH:9][CH:10]=2)[C:5]([C:12]([OH:14])=[O:13])=[N:4]1.[C:15]1([CH3:27])[CH:20]=[C:19]([CH3:21])[CH:18]=[C:17]([CH3:22])[C:16]=1[S:23](Cl)(=[O:25])=[O:24]. (4) Given the product [CH2:9]([C:5]1[CH:6]=[CH:7][CH:8]=[C:3]([CH2:1][CH3:2])[C:4]=1[C:11]1[CH:16]=[C:15]([O:17][CH3:18])[C:14]([CH:19]([CH2:20][CH2:21][CH3:22])[CH2:23][CH2:24][CH3:25])=[CH:13][N:12]=1)[CH3:10], predict the reactants needed to synthesize it. The reactants are: [CH2:1]([C:3]1[CH:8]=[CH:7][CH:6]=[C:5]([CH2:9][CH3:10])[C:4]=1[C:11]1[CH:16]=[C:15]([O:17][CH3:18])[C:14]([C:19]([CH2:23][CH2:24][CH3:25])=[CH:20][CH2:21][CH3:22])=[CH:13][N:12]=1)[CH3:2]. (5) The reactants are: [Cl:1][C:2]1[CH:3]=[C:4]([C@H:9]2[C:18]3[C:13](=[CH:14][CH:15]=[CH:16][CH:17]=3)[CH2:12][C@@H:11]([CH:19]([NH:21]C(=O)OC(C)(C)C)[CH3:20])[CH2:10]2)[CH:5]=[CH:6][C:7]=1[Cl:8].C(O)(C(F)(F)F)=O. Given the product [Cl:1][C:2]1[CH:3]=[C:4]([C@H:9]2[C:18]3[C:13](=[CH:14][CH:15]=[CH:16][CH:17]=3)[CH2:12][C@@H:11]([C@@H:19]([NH2:21])[CH3:20])[CH2:10]2)[CH:5]=[CH:6][C:7]=1[Cl:8], predict the reactants needed to synthesize it. (6) Given the product [CH2:31]([O:22][C:8]1[CH:7]=[CH:6][C:5]2[C:10](=[CH:11][CH:12]=[CH:13][C:4]=2[N+:1]([O-:3])=[O:2])[N:9]=1)[CH3:32], predict the reactants needed to synthesize it. The reactants are: [N+:1]([C:4]1[CH:13]=[CH:12][CH:11]=[C:10]2[C:5]=1[CH:6]=[CH:7][CH:8]=[N+:9]2[O-])([O-:3])=[O:2].C1(C)C(S(Cl)(=O)=[O:22])=CC=CC=1.C(N([CH2:31][CH3:32])CC)C. (7) Given the product [CH3:12][O:11][C:8]1[CH:9]=[C:10]2[C:5]([C:4]([C:13]([NH:35][CH2:34][CH2:33][CH2:32][N:26]3[CH2:31][CH2:30][O:29][CH2:28][CH2:27]3)=[O:15])=[C:3]([CH3:16])[N:2]2[CH3:1])=[CH:6][CH:7]=1, predict the reactants needed to synthesize it. The reactants are: [CH3:1][N:2]1[C:10]2[C:5](=[CH:6][CH:7]=[C:8]([O:11][CH3:12])[CH:9]=2)[C:4]([C:13]([OH:15])=O)=[C:3]1[CH3:16].C(Cl)(=O)C(Cl)=O.C(Cl)Cl.[N:26]1([CH2:32][CH2:33][CH2:34][NH2:35])[CH2:31][CH2:30][O:29][CH2:28][CH2:27]1. (8) Given the product [Cl:1][C:2]1[CH:8]=[C:7]([Cl:9])[CH:6]=[C:4]2[C:3]=1[CH:20]([C:19]1[CH:22]=[CH:23][C:24]([CH3:26])=[CH:25][C:18]=1[CH3:17])[CH2:21][CH:11]([C:10]([OH:14])=[O:13])[NH:5]2, predict the reactants needed to synthesize it. The reactants are: [Cl:1][C:2]1[CH:3]=[C:4]([CH:6]=[C:7]([Cl:9])[CH:8]=1)[NH2:5].[C:10]([O:14]CC)(=[O:13])[CH:11]=O.[CH3:17][C:18]1[CH:25]=[C:24]([CH3:26])[CH:23]=[CH:22][C:19]=1[CH:20]=[CH2:21].FC(F)(F)C(O)=O.[OH-].[Na+].